This data is from Reaction yield outcomes from USPTO patents with 853,638 reactions. The task is: Predict the reaction yield, written as a fraction of the theoretical maximum amount of product (1.0 means a 100% yield; for example, 0.34 means a 34% yield). (1) The reactants are [Br:1][C:2]1[CH:3]=[C:4]2[C:8](=[CH:9][CH:10]=1)[NH:7][N:6]=[C:5]2[NH2:11].[C:20](O[C:20]([O:22][C:23]([CH3:26])([CH3:25])[CH3:24])=[O:21])([O:22][C:23]([CH3:26])([CH3:25])[CH3:24])=[O:21]. The catalyst is O1CCCC1.CN(C1C=CN=CC=1)C. The product is [C:23]([O:22][C:20]([N:11]([C:20]([O:22][C:23]([CH3:24])([CH3:25])[CH3:26])=[O:21])[C:5]1[C:4]2[C:8](=[CH:9][CH:10]=[C:2]([Br:1])[CH:3]=2)[N:7]([C:20]([O:22][C:23]([CH3:26])([CH3:25])[CH3:24])=[O:21])[N:6]=1)=[O:21])([CH3:26])([CH3:25])[CH3:24]. The yield is 0.840. (2) The reactants are [C:1]([O:5][C:6](=[O:24])[C:7]([S:10][C:11]1[CH:20]=[CH:19][C:18]2[CH2:17][CH:16]([NH:21][CH2:22][CH3:23])[CH2:15][CH2:14][C:13]=2[CH:12]=1)([CH3:9])[CH3:8])([CH3:4])([CH3:3])[CH3:2].[F:25][C:26]([F:38])([F:37])[O:27][C:28]1[CH:33]=[CH:32][C:31]([N:34]=[C:35]=[O:36])=[CH:30][CH:29]=1. The yield is 0.580. The product is [C:1]([O:5][C:6](=[O:24])[C:7]([S:10][C:11]1[CH:20]=[CH:19][C:18]2[CH2:17][CH:16]([N:21]([CH2:22][CH3:23])[C:35]([NH:34][C:31]3[CH:32]=[CH:33][C:28]([O:27][C:26]([F:25])([F:37])[F:38])=[CH:29][CH:30]=3)=[O:36])[CH2:15][CH2:14][C:13]=2[CH:12]=1)([CH3:9])[CH3:8])([CH3:2])([CH3:3])[CH3:4]. The catalyst is C(Cl)Cl.